From a dataset of Catalyst prediction with 721,799 reactions and 888 catalyst types from USPTO. Predict which catalyst facilitates the given reaction. (1) Reactant: [Br:1][C:2]1[CH:3]=[CH:4][C:5]2[N:6]([C:8](I)=[CH:9][N:10]=2)[N:7]=1.C(N(CC)CC)C.[CH2:19]([OH:22])[C:20]#[CH:21]. Product: [Br:1][C:2]1[CH:3]=[CH:4][C:5]2[N:6]([C:8]([C:21]#[C:20][CH2:19][OH:22])=[CH:9][N:10]=2)[N:7]=1. The catalyst class is: 538. (2) Reactant: [NH2:1][C:2]1[CH:3]=[C:4]([OH:12])[C:5](=[CH:10][CH:11]=1)[C:6]([O:8][CH3:9])=[O:7].[Br:13][C:14]1[CH:15]=[C:16]([S:20](Cl)(=[O:22])=[O:21])[CH:17]=[CH:18][CH:19]=1.N1C=CC=CC=1. Product: [Br:13][C:14]1[CH:15]=[C:16]([S:20]([NH:1][C:2]2[CH:11]=[CH:10][C:5]([C:6]([O:8][CH3:9])=[O:7])=[C:4]([OH:12])[CH:3]=2)(=[O:22])=[O:21])[CH:17]=[CH:18][CH:19]=1. The catalyst class is: 23. (3) Reactant: [I-].[C:2]([CH2:4][C:5]1[S:6][C:7]2[CH:15]=[CH:14][CH:13]=[CH:12][C:8]=2[N+:9]=1[CH2:10][CH3:11])#[N:3].CO/[CH:18]=[CH:19]/[CH:20]=[C:21]1\[S:22](=[O:32])(=[O:31])[C:23]2[CH:30]=[CH:29][CH:28]=[CH:27][C:24]=2[C:25]\1=[O:26].C(Cl)(Cl)Cl.CO.C([O-])(=O)C.[Na+]. Product: [O:31]=[S:22]1(=[O:32])[C:23]2[CH:30]=[CH:29][CH:28]=[CH:27][C:24]=2[C:25](=[O:26])/[C:21]/1=[CH:20]/[CH:19]=[CH:18]/[C:4](=[C:5]1\[S:6][C:7]2[CH:15]=[CH:14][CH:13]=[CH:12][C:8]=2[N:9]\1[CH2:10][CH3:11])/[C:2]#[N:3]. The catalyst class is: 5.